Dataset: Full USPTO retrosynthesis dataset with 1.9M reactions from patents (1976-2016). Task: Predict the reactants needed to synthesize the given product. (1) Given the product [F:34][CH:2]([F:1])[C:3]1[N:7]([C:8]2[N:13]=[C:12]([N:14]3[CH2:19][CH2:18][O:17][CH2:16][CH2:15]3)[N:11]=[C:10]([NH:20][C@H:21]3[CH2:22][CH2:23][C@H:24]([C:27]([NH2:44])=[O:28])[CH2:25][CH2:26]3)[CH:9]=2)[C:6]2[CH:30]=[CH:31][CH:32]=[CH:33][C:5]=2[N:4]=1, predict the reactants needed to synthesize it. The reactants are: [F:1][CH:2]([F:34])[C:3]1[N:7]([C:8]2[N:13]=[C:12]([N:14]3[CH2:19][CH2:18][O:17][CH2:16][CH2:15]3)[N:11]=[C:10]([NH:20][C@H:21]3[CH2:26][CH2:25][C@H:24]([C:27](O)=[O:28])[CH2:23][CH2:22]3)[CH:9]=2)[C:6]2[CH:30]=[CH:31][CH:32]=[CH:33][C:5]=2[N:4]=1.ClC(OCC(C)C)=O.C[N:44]1CCOCC1.N. (2) Given the product [Br:1][C:2]1[CH:3]=[C:4]2[C:8](=[CH:9][CH:10]=1)[NH:7][CH:6]=[C:5]2[C:11]([NH2:12])=[O:16], predict the reactants needed to synthesize it. The reactants are: [Br:1][C:2]1[CH:3]=[C:4]2[C:8](=[CH:9][CH:10]=1)[NH:7][CH:6]=[C:5]2[C:11]#[N:12].FC(F)(F)C(O)=[O:16]. (3) Given the product [C:1]([C:3]1[CH:4]=[CH:5][C:6]([NH:9][C:10](=[O:18])[CH2:11][CH:12]([CH3:17])[CH2:13][CH2:14][OH:15])=[CH:7][CH:8]=1)#[N:2], predict the reactants needed to synthesize it. The reactants are: [C:1]([C:3]1[CH:8]=[CH:7][C:6]([NH:9][C:10](=[O:18])[CH2:11][CH:12]([CH3:17])[CH2:13][C:14](O)=[O:15])=[CH:5][CH:4]=1)#[N:2].B.C1COCC1.O. (4) Given the product [CH2:1]([O:3][C:4]([C:6]1([C:9]2[CH:10]=[CH:11][C:12]([C:15]3[CH:20]=[CH:19][C:18]([C:21]4[O:25][N:24]=[C:23]([CH3:26])[C:22]=4[CH:27]([OH:33])[C:28]([F:32])([F:31])/[CH:29]=[CH:30]/[C:35]4[CH:40]=[CH:39][CH:38]=[CH:37][CH:36]=4)=[CH:17][CH:16]=3)=[CH:13][CH:14]=2)[CH2:7][CH2:8]1)=[O:5])[CH3:2], predict the reactants needed to synthesize it. The reactants are: [CH2:1]([O:3][C:4]([C:6]1([C:9]2[CH:14]=[CH:13][C:12]([C:15]3[CH:20]=[CH:19][C:18]([C:21]4[O:25][N:24]=[C:23]([CH3:26])[C:22]=4[CH:27]([OH:33])[C:28]([F:32])([F:31])[CH:29]=[CH2:30])=[CH:17][CH:16]=3)=[CH:11][CH:10]=2)[CH2:8][CH2:7]1)=[O:5])[CH3:2].I[C:35]1[CH:40]=[CH:39][CH:38]=[CH:37][CH:36]=1. (5) The reactants are: [NH:1]1[CH2:8][CH2:7][CH2:6][CH2:5][NH:4][CH2:3][CH2:2]1.[Li]CCCC.Br[C:15]1[CH:20]=[CH:19][C:18]([O:21][CH3:22])=[CH:17][C:16]=1[O:23][CH3:24].Cl. Given the product [CH3:22][O:21][C:18]1[CH:17]=[C:16]([O:23][CH3:24])[CH:15]=[CH:20][C:19]=1[N:1]1[CH2:8][CH2:7][CH2:6][CH2:5][NH:4][CH2:3][CH2:2]1, predict the reactants needed to synthesize it. (6) Given the product [C:16]([O:15][C:13]([N:8]1[CH2:9][CH2:10][CH:11]([OH:12])[CH:6]([CH2:4][OH:3])[CH2:7]1)=[O:14])([CH3:19])([CH3:18])[CH3:17], predict the reactants needed to synthesize it. The reactants are: C([O:3][C:4]([CH:6]1[C:11](=[O:12])[CH2:10][CH2:9][N:8]([C:13]([O:15][C:16]([CH3:19])([CH3:18])[CH3:17])=[O:14])[CH2:7]1)=O)C.[BH4-].[Na+]. (7) Given the product [Cl:1][C:2]1[CH:10]=[C:9]2[C:5]([C:6]([S:20][C:21]3[CH:22]=[C:23]([CH2:27][C:28]([NH:37][S:34]([CH:31]4[CH2:33][CH2:32]4)(=[O:36])=[O:35])=[O:29])[CH:24]=[CH:25][CH:26]=3)=[C:7]([CH3:19])[N:8]2[C:11]2[CH:12]=[N:13][N:14]([CH2:16][CH2:17][CH3:18])[CH:15]=2)=[CH:4][CH:3]=1, predict the reactants needed to synthesize it. The reactants are: [Cl:1][C:2]1[CH:10]=[C:9]2[C:5]([C:6]([S:20][C:21]3[CH:22]=[C:23]([CH2:27][C:28](O)=[O:29])[CH:24]=[CH:25][CH:26]=3)=[C:7]([CH3:19])[N:8]2[C:11]2[CH:12]=[N:13][N:14]([CH2:16][CH2:17][CH3:18])[CH:15]=2)=[CH:4][CH:3]=1.[CH:31]1([S:34]([NH2:37])(=[O:36])=[O:35])[CH2:33][CH2:32]1.